Dataset: NCI-60 drug combinations with 297,098 pairs across 59 cell lines. Task: Regression. Given two drug SMILES strings and cell line genomic features, predict the synergy score measuring deviation from expected non-interaction effect. (1) Drug 1: C1C(C(OC1N2C=C(C(=O)NC2=O)F)CO)O. Drug 2: C1C(C(OC1N2C=NC3=C(N=C(N=C32)Cl)N)CO)O. Cell line: SNB-19. Synergy scores: CSS=45.3, Synergy_ZIP=-7.09, Synergy_Bliss=-8.81, Synergy_Loewe=-3.52, Synergy_HSA=-1.83. (2) Drug 1: CC1=C(C=C(C=C1)NC2=NC=CC(=N2)N(C)C3=CC4=NN(C(=C4C=C3)C)C)S(=O)(=O)N.Cl. Drug 2: CN(C)C1=NC(=NC(=N1)N(C)C)N(C)C. Cell line: UACC-257. Synergy scores: CSS=-6.92, Synergy_ZIP=1.91, Synergy_Bliss=-1.71, Synergy_Loewe=-8.11, Synergy_HSA=-6.77. (3) Drug 1: CC(C)(C#N)C1=CC(=CC(=C1)CN2C=NC=N2)C(C)(C)C#N. Drug 2: C1=NC2=C(N=C(N=C2N1C3C(C(C(O3)CO)O)F)Cl)N. Cell line: HS 578T. Synergy scores: CSS=1.71, Synergy_ZIP=-2.88, Synergy_Bliss=-5.58, Synergy_Loewe=-7.67, Synergy_HSA=-5.92. (4) Drug 1: C1=NC2=C(N=C(N=C2N1C3C(C(C(O3)CO)O)F)Cl)N. Drug 2: CCCCC(=O)OCC(=O)C1(CC(C2=C(C1)C(=C3C(=C2O)C(=O)C4=C(C3=O)C=CC=C4OC)O)OC5CC(C(C(O5)C)O)NC(=O)C(F)(F)F)O. Cell line: SK-OV-3. Synergy scores: CSS=11.7, Synergy_ZIP=0.0770, Synergy_Bliss=-1.84, Synergy_Loewe=-6.04, Synergy_HSA=-5.44. (5) Drug 1: C1=CC(=CC=C1CC(C(=O)O)N)N(CCCl)CCCl.Cl. Drug 2: CC1C(C(CC(O1)OC2CC(OC(C2O)C)OC3=CC4=CC5=C(C(=O)C(C(C5)C(C(=O)C(C(C)O)O)OC)OC6CC(C(C(O6)C)O)OC7CC(C(C(O7)C)O)OC8CC(C(C(O8)C)O)(C)O)C(=C4C(=C3C)O)O)O)O. Cell line: MOLT-4. Synergy scores: CSS=59.9, Synergy_ZIP=13.0, Synergy_Bliss=16.7, Synergy_Loewe=11.4, Synergy_HSA=13.3. (6) Drug 1: CC1OCC2C(O1)C(C(C(O2)OC3C4COC(=O)C4C(C5=CC6=C(C=C35)OCO6)C7=CC(=C(C(=C7)OC)O)OC)O)O. Drug 2: C1=CN(C=N1)CC(O)(P(=O)(O)O)P(=O)(O)O. Cell line: UACC-257. Synergy scores: CSS=0.230, Synergy_ZIP=-2.00, Synergy_Bliss=-5.02, Synergy_Loewe=-7.77, Synergy_HSA=-4.77. (7) Drug 1: C1=CC(=CC=C1CC(C(=O)O)N)N(CCCl)CCCl.Cl. Drug 2: CC1C(C(CC(O1)OC2CC(CC3=C2C(=C4C(=C3O)C(=O)C5=CC=CC=C5C4=O)O)(C(=O)C)O)N)O. Cell line: OVCAR-4. Synergy scores: CSS=26.4, Synergy_ZIP=4.27, Synergy_Bliss=6.93, Synergy_Loewe=-31.5, Synergy_HSA=3.92. (8) Drug 1: C1CC(=O)NC(=O)C1N2CC3=C(C2=O)C=CC=C3N. Drug 2: C1=NC2=C(N1)C(=S)N=CN2. Cell line: K-562. Synergy scores: CSS=36.8, Synergy_ZIP=-0.383, Synergy_Bliss=-2.17, Synergy_Loewe=-55.2, Synergy_HSA=-1.30. (9) Drug 1: C1=NC2=C(N=C(N=C2N1C3C(C(C(O3)CO)O)O)F)N. Drug 2: COC1=C2C(=CC3=C1OC=C3)C=CC(=O)O2. Cell line: SF-295. Synergy scores: CSS=-1.66, Synergy_ZIP=-0.251, Synergy_Bliss=-3.79, Synergy_Loewe=-4.55, Synergy_HSA=-4.49.